From a dataset of hERG potassium channel inhibition data for cardiac toxicity prediction from Karim et al.. Regression/Classification. Given a drug SMILES string, predict its toxicity properties. Task type varies by dataset: regression for continuous values (e.g., LD50, hERG inhibition percentage) or binary classification for toxic/non-toxic outcomes (e.g., AMES mutagenicity, cardiotoxicity, hepatotoxicity). Dataset: herg_karim. (1) The drug is O=c1[nH]c(C2CCCN2)nc2c1oc1ccc(Cl)cc12. The result is 0 (non-blocker). (2) The compound is COC(=O)N(NC(=O)c1c(CN2CCN(C3CCCCC3)CC2)c(-c2ccccc2)nc2ccccc12)c1ccccc1. The result is 1 (blocker).